From a dataset of Forward reaction prediction with 1.9M reactions from USPTO patents (1976-2016). Predict the product of the given reaction. (1) Given the reactants C(OC([NH:8][C:9]1[C:10]([C:14]([NH:16][C:17]2[CH:22]=[CH:21][CH:20]=[CH:19][CH:18]=2)=[O:15])=[CH:11][S:12][CH:13]=1)=O)(C)(C)C.C(O)(C(F)(F)F)=O, predict the reaction product. The product is: [NH2:8][C:9]1[C:10]([C:14]([NH:16][C:17]2[CH:18]=[CH:19][CH:20]=[CH:21][CH:22]=2)=[O:15])=[CH:11][S:12][CH:13]=1. (2) Given the reactants [F:1][C:2]([F:41])([F:40])[C:3]1[CH:4]=[C:5]([CH:33]=[C:34]([C:36]([F:39])([F:38])[F:37])[CH:35]=1)[CH2:6][N:7]([C:26]1[N:31]=[CH:30][C:29](Br)=[CH:28][N:27]=1)[CH2:8][C:9]1[CH:14]=[C:13]([C:15]([F:18])([F:17])[F:16])[CH:12]=[CH:11][C:10]=1[N:19]([CH2:22][CH2:23][CH2:24][CH3:25])[CH2:20][CH3:21].C([O-])(=[O:44])C.[K+].B1(B2OC(C)(C)C(C)(C)O2)OC(C)(C)C(C)(C)O1.O, predict the reaction product. The product is: [F:1][C:2]([F:41])([F:40])[C:3]1[CH:4]=[C:5]([CH:33]=[C:34]([C:36]([F:39])([F:38])[F:37])[CH:35]=1)[CH2:6][N:7]([CH2:8][C:9]1[CH:14]=[C:13]([C:15]([F:18])([F:17])[F:16])[CH:12]=[CH:11][C:10]=1[N:19]([CH2:22][CH2:23][CH2:24][CH3:25])[CH2:20][CH3:21])[C:26]1[N:31]=[CH:30][C:29]([OH:44])=[CH:28][N:27]=1.